Dataset: Reaction yield outcomes from USPTO patents with 853,638 reactions. Task: Predict the reaction yield, written as a fraction of the theoretical maximum amount of product (1.0 means a 100% yield; for example, 0.34 means a 34% yield). (1) The reactants are [CH3:1][O:2][C:3]([C:5]1[CH:10]=[CH:9][C:8](B(O)O)=[CH:7][CH:6]=1)=O.[NH2:14][C:15]1[CH2:16][C:17]([C:27]([N:29]([CH2:33][CH2:34][CH3:35])[CH2:30][CH2:31][CH3:32])=[O:28])=[CH:18][C:19]2[CH:25]=[CH:24][C:23](Br)=[CH:22][C:20]=2[N:21]=1.C(=O)([O-])[O-].[K+].[K+]. The catalyst is C(#N)C.CCOC(C)=O.C1C=CC([P]([Pd]([P](C2C=CC=CC=2)(C2C=CC=CC=2)C2C=CC=CC=2)([P](C2C=CC=CC=2)(C2C=CC=CC=2)C2C=CC=CC=2)[P](C2C=CC=CC=2)(C2C=CC=CC=2)C2C=CC=CC=2)(C2C=CC=CC=2)C2C=CC=CC=2)=CC=1. The product is [NH2:14][C:15]1[CH2:16][C:17]([C:27]([N:29]([CH2:33][CH2:34][CH3:35])[CH2:30][CH2:31][CH3:32])=[O:28])=[CH:18][C:19]2[CH:25]=[CH:24][C:23]([C:5]3[CH:10]=[CH:9][C:1]([O:2][CH2:3][C:5]4[CH:10]=[CH:9][CH:8]=[CH:7][CH:6]=4)=[CH:7][CH:6]=3)=[CH:22][C:20]=2[N:21]=1. The yield is 0.360. (2) The reactants are [S:1]1[C:5]([CH2:6][CH2:7][N:8]([CH3:10])[CH3:9])=[CH:4][C:3]2[CH:11]=[CH:12][CH:13]=[CH:14][C:2]1=2.[F:15][C:16]1[CH:24]=[CH:23][C:19]([C:20](Cl)=[O:21])=[CH:18][CH:17]=1.[Cl-].[Al+3].[Cl-].[Cl-]. The catalyst is ClC(Cl)C. The product is [CH3:9][N:8]([CH3:10])[CH2:7][CH2:6][C:5]1[S:1][C:2]2[CH:14]=[CH:13][CH:12]=[CH:11][C:3]=2[C:4]=1[C:20]([C:19]1[CH:23]=[CH:24][C:16]([F:15])=[CH:17][CH:18]=1)=[O:21]. The yield is 0.470.